From a dataset of Catalyst prediction with 721,799 reactions and 888 catalyst types from USPTO. Predict which catalyst facilitates the given reaction. (1) Reactant: [F:1][C:2]1[CH:7]=[CH:6][CH:5]=[CH:4][C:3]=1[C:8]1[N:13]2[N:14]=[C:15]([OH:17])[CH:16]=[C:12]2[C:11]([CH3:18])=[N:10][N:9]=1.[Br:19]Br. Product: [Br:19][C:16]1[C:15]([OH:17])=[N:14][N:13]2[C:12]=1[C:11]([CH3:18])=[N:10][N:9]=[C:8]2[C:3]1[CH:4]=[CH:5][CH:6]=[CH:7][C:2]=1[F:1]. The catalyst class is: 86. (2) Reactant: [CH2:1]([O:3][C:4]1[CH:9]=[CH:8][C:7]([S:10]([N:13]2[CH2:18][CH2:17][N:16]([CH2:19][CH2:20][OH:21])[CH2:15][CH2:14]2)(=[O:12])=[O:11])=[CH:6][C:5]=1[C:22]1[NH:27][C:26](=[O:28])[C:25]2=[C:29]([CH3:35])[N:30]=[C:31]([CH2:32][CH2:33][CH3:34])[N:24]2[N:23]=1)[CH3:2].[ClH:36]. Product: [ClH:36].[CH2:1]([O:3][C:4]1[CH:9]=[CH:8][C:7]([S:10]([N:13]2[CH2:18][CH2:17][N:16]([CH2:19][CH2:20][OH:21])[CH2:15][CH2:14]2)(=[O:12])=[O:11])=[CH:6][C:5]=1[C:22]1[NH:27][C:26](=[O:28])[C:25]2=[C:29]([CH3:35])[N:30]=[C:31]([CH2:32][CH2:33][CH3:34])[N:24]2[N:23]=1)[CH3:2]. The catalyst class is: 28. (3) Reactant: [CH3:1][C@H:2]([NH:7][C:8]([C:10]1[C:18]2[C:13](=[N:14][CH:15]=[C:16]([C:19]3[S:20][C:21]([C:24](=[O:33])[NH:25][CH2:26][C:27]4[CH:32]=[CH:31][CH:30]=[CH:29][CH:28]=4)=[CH:22][CH:23]=3)[N:17]=2)[N:12](COCC[Si](C)(C)C)[CH:11]=1)=[O:9])[C:3]([CH3:6])([CH3:5])[CH3:4].FC(F)(F)C(O)=O.C([O-])(=O)C.[Na+].O. Product: [CH3:1][C@H:2]([NH:7][C:8]([C:10]1[C:18]2[C:13](=[N:14][CH:15]=[C:16]([C:19]3[S:20][C:21]([C:24](=[O:33])[NH:25][CH2:26][C:27]4[CH:32]=[CH:31][CH:30]=[CH:29][CH:28]=4)=[CH:22][CH:23]=3)[N:17]=2)[NH:12][CH:11]=1)=[O:9])[C:3]([CH3:6])([CH3:5])[CH3:4]. The catalyst class is: 96. (4) Reactant: [Cl:1][C:2]1[CH:10]=[C:9]2[C:5]([CH:6]=[N:7][NH:8]2)=[CH:4][CH:3]=1.[OH-].[Na+].BrBr.BrC1C2C(=CC(Cl)=CC=2)NN=1.[Li]CCCC.[Li]C(C)(C)C.[Cl:36][C:37]1[N:45]=[CH:44][CH:43]=[CH:42][C:38]=1[C:39](Cl)=[O:40]. Product: [Cl:1][C:2]1[CH:10]=[C:9]2[C:5]([C:6]([C:39]([C:38]3[C:37]([Cl:36])=[N:45][CH:44]=[CH:43][CH:42]=3)=[O:40])=[N:7][NH:8]2)=[CH:4][CH:3]=1. The catalyst class is: 27. (5) Reactant: FC(F)(F)C(O)=O.[CH3:8][O:9][C:10](=[O:52])[CH2:11][C:12]1[CH:17]=[CH:16][C:15]([C:18]2[CH:23]=[CH:22][C:21]([C:24]([CH2:49][CH3:50])([C:27]3[CH:32]=[CH:31][C:30]([C:33]#[C:34][C:35]([O:44]COC)([C:40]([F:43])([F:42])[F:41])[C:36]([F:39])([F:38])[F:37])=[C:29]([CH3:48])[CH:28]=3)[CH2:25][CH3:26])=[CH:20][C:19]=2[CH3:51])=[CH:14][CH:13]=1. Product: [CH3:8][O:9][C:10](=[O:52])[CH2:11][C:12]1[CH:17]=[CH:16][C:15]([C:18]2[CH:23]=[CH:22][C:21]([C:24]([CH2:25][CH3:26])([C:27]3[CH:32]=[CH:31][C:30]([C:33]#[C:34][C:35]([OH:44])([C:40]([F:41])([F:43])[F:42])[C:36]([F:39])([F:37])[F:38])=[C:29]([CH3:48])[CH:28]=3)[CH2:49][CH3:50])=[CH:20][C:19]=2[CH3:51])=[CH:14][CH:13]=1. The catalyst class is: 4. (6) Reactant: [CH2:1]([OH:13])[CH2:2][O:3][CH2:4][CH2:5][O:6][CH2:7][CH2:8][O:9][CH2:10][CH2:11][OH:12].[N-:14]=[N+:15]=[N-:16].[Na+]. Product: [N-:14]=[N+:15]=[N-:16].[CH2:11]([OH:12])[CH2:10][O:9][CH2:8][CH2:7][O:6][CH2:5][CH2:4][O:3][CH2:2][CH2:1][OH:13]. The catalyst class is: 10. (7) Reactant: [NH2:1][C:2]1[CH:7]=[CH:6][C:5]([C:8]2[N:9]([C:17]([NH2:19])=[O:18])[C:10]3[C:15]([CH:16]=2)=[CH:14][CH:13]=[CH:12][CH:11]=3)=[CH:4][CH:3]=1.[CH2:20]([C:22]1[CH:23]=[C:24]([N:28]=[C:29]=[O:30])[CH:25]=[CH:26][CH:27]=1)[CH3:21]. Product: [CH2:20]([C:22]1[CH:23]=[C:24]([NH:28][C:29]([NH:1][C:2]2[CH:7]=[CH:6][C:5]([C:8]3[N:9]([C:17]([NH2:19])=[O:18])[C:10]4[C:15]([CH:16]=3)=[CH:14][CH:13]=[CH:12][CH:11]=4)=[CH:4][CH:3]=2)=[O:30])[CH:25]=[CH:26][CH:27]=1)[CH3:21]. The catalyst class is: 56. (8) Reactant: [NH:1]([C:3]1[CH:4]=[N:5][CH:6]=[CH:7][C:8]=1[CH3:9])[NH2:2].[C:10]([CH:18]([C:24](=O)[CH3:25])[CH2:19][C:20]([O:22][CH3:23])=[O:21])(=O)[C:11]1[CH:16]=[CH:15][CH:14]=[CH:13][CH:12]=1. Product: [CH3:25][C:24]1[C:18]([CH2:19][C:20]([O:22][CH3:23])=[O:21])=[C:10]([C:11]2[CH:16]=[CH:15][CH:14]=[CH:13][CH:12]=2)[N:1]([C:3]2[CH:4]=[N:5][CH:6]=[CH:7][C:8]=2[CH3:9])[N:2]=1. The catalyst class is: 8. (9) Reactant: [Cl:1][C:2]1[CH:7]=[C:6]([O:8][CH2:9][CH3:10])[CH:5]=[CH:4][C:3]=1[F:11].[Li+].CC([N-]C(C)C)C.CN([CH:23]=[O:24])C. Product: [Cl:1][C:2]1[C:3]([F:11])=[CH:4][CH:5]=[C:6]([O:8][CH2:9][CH3:10])[C:7]=1[CH:23]=[O:24]. The catalyst class is: 1.